Dataset: Full USPTO retrosynthesis dataset with 1.9M reactions from patents (1976-2016). Task: Predict the reactants needed to synthesize the given product. (1) Given the product [N:1]1([NH2:16])[C:9]2[C:4](=[N:5][CH:6]=[CH:7][CH:8]=2)[CH:3]=[CH:2]1, predict the reactants needed to synthesize it. The reactants are: [NH:1]1[C:9]2[C:4](=[N:5][CH:6]=[CH:7][CH:8]=2)[CH:3]=[CH:2]1.CC(C)([O-])C.[K+].[NH2:16]Cl. (2) Given the product [CH3:17][O:18][CH2:19][CH2:20][N:13]1[C:14]2[C:10](=[CH:9][CH:8]=[CH:7][C:6]=2[O:5][C:4]([F:3])([F:15])[F:16])[CH:11]=[CH:12]1, predict the reactants needed to synthesize it. The reactants are: [OH-].[K+].[F:3][C:4]([F:16])([F:15])[O:5][C:6]1[CH:7]=[CH:8][CH:9]=[C:10]2[C:14]=1[NH:13][CH:12]=[CH:11]2.[CH3:17][O:18][CH2:19][CH2:20]Br.